Dataset: Retrosynthesis with 50K atom-mapped reactions and 10 reaction types from USPTO. Task: Predict the reactants needed to synthesize the given product. (1) Given the product Cc1onc(-c2ccccc2)c1C(=O)c1cc2cccc(OCC(=O)NC(C)C)c2o1, predict the reactants needed to synthesize it. The reactants are: CC(C)NC(=O)CCl.Cc1onc(-c2ccccc2)c1C(=O)c1cc2cccc(O)c2o1. (2) Given the product CN1CCN(CCOc2ccc([N+](=O)[O-])cn2)CC1, predict the reactants needed to synthesize it. The reactants are: CN1CCN(CCO)CC1.O=[N+]([O-])c1ccc(Cl)nc1. (3) Given the product CCCCCN1C(=O)C(c2cc3c(cc2O)OCO3)c2cnccc21, predict the reactants needed to synthesize it. The reactants are: CCCCCN1C(=O)C(O)(c2cc3c(cc2O)OCO3)c2cnccc21. (4) Given the product CC(Cl)OC(=O)NCC(=O)OCc1ccccc1, predict the reactants needed to synthesize it. The reactants are: CC(Cl)OC(=O)Cl.NCC(=O)OCc1ccccc1. (5) Given the product CNc1cc(=O)n(C2CC2)c(=O)n1-c1cccc([N+](=O)[O-])c1, predict the reactants needed to synthesize it. The reactants are: CN.O=c1cc(Cl)n(-c2cccc([N+](=O)[O-])c2)c(=O)n1C1CC1. (6) Given the product Cc1sc(COc2ccc(/C=C/CO)cc2)nc1-c1ccccc1, predict the reactants needed to synthesize it. The reactants are: COC(=O)C=Cc1ccc(OCc2nc(-c3ccccc3)c(C)s2)cc1. (7) Given the product COc1cc(C(=O)OCCC(=O)OC(C)(C)C)ccc1NC(=O)[C@@H]1N[C@@H](CC(C)(C)C)[C@](C#N)(c2ccc(Cl)cc2F)[C@H]1c1cccc(Cl)c1F, predict the reactants needed to synthesize it. The reactants are: CC(C)(C)OC(=O)CCO.COc1cc(C(=O)O)ccc1NC(=O)[C@@H]1N[C@@H](CC(C)(C)C)[C@](C#N)(c2ccc(Cl)cc2F)[C@H]1c1cccc(Cl)c1F.